From a dataset of Full USPTO retrosynthesis dataset with 1.9M reactions from patents (1976-2016). Predict the reactants needed to synthesize the given product. Given the product [Cl:31][CH2:32][C:33]([NH:1][C:2]1[CH:3]=[C:4]([NH:10][C:11]([C:13]2[CH:18]=[CH:17][C:16]([C:19]3[CH:24]=[CH:23][CH:22]=[CH:21][CH:20]=3)=[CH:15][CH:14]=2)=[O:12])[CH:5]=[CH:6][C:7]=1[O:8][CH3:9])=[O:34], predict the reactants needed to synthesize it. The reactants are: [NH2:1][C:2]1[CH:3]=[C:4]([NH:10][C:11]([C:13]2[CH:18]=[CH:17][C:16]([C:19]3[CH:24]=[CH:23][CH:22]=[CH:21][CH:20]=3)=[CH:15][CH:14]=2)=[O:12])[CH:5]=[CH:6][C:7]=1[O:8][CH3:9].N1C=CC=CC=1.[Cl:31][CH2:32][C:33](Cl)=[O:34].